From a dataset of Peptide-MHC class I binding affinity with 185,985 pairs from IEDB/IMGT. Regression. Given a peptide amino acid sequence and an MHC pseudo amino acid sequence, predict their binding affinity value. This is MHC class I binding data. (1) The MHC is HLA-C07:02 with pseudo-sequence HLA-C07:02. The peptide sequence is YTITSLFSL. The binding affinity (normalized) is 0.198. (2) The peptide sequence is VSRDFDDVY. The MHC is HLA-B08:01 with pseudo-sequence HLA-B08:01. The binding affinity (normalized) is 0.0847. (3) The peptide sequence is AENRTYIYW. The MHC is Mamu-B17 with pseudo-sequence Mamu-B17. The binding affinity (normalized) is 0. (4) The peptide sequence is EGINPNMS. The MHC is H-2-Kb with pseudo-sequence H-2-Kb. The binding affinity (normalized) is 0.140. (5) The peptide sequence is ILCFTIKRK. The MHC is HLA-A03:01 with pseudo-sequence HLA-A03:01. The binding affinity (normalized) is 0.361.